This data is from NCI-60 drug combinations with 297,098 pairs across 59 cell lines. The task is: Regression. Given two drug SMILES strings and cell line genomic features, predict the synergy score measuring deviation from expected non-interaction effect. (1) Drug 1: CNC(=O)C1=CC=CC=C1SC2=CC3=C(C=C2)C(=NN3)C=CC4=CC=CC=N4. Synergy scores: CSS=42.5, Synergy_ZIP=-1.65, Synergy_Bliss=-0.538, Synergy_Loewe=2.66, Synergy_HSA=4.14. Drug 2: C1=CC(=CC=C1CCCC(=O)O)N(CCCl)CCCl. Cell line: U251. (2) Drug 1: CC1=C2C(C(=O)C3(C(CC4C(C3C(C(C2(C)C)(CC1OC(=O)C(C(C5=CC=CC=C5)NC(=O)OC(C)(C)C)O)O)OC(=O)C6=CC=CC=C6)(CO4)OC(=O)C)OC)C)OC. Drug 2: C1=NC2=C(N1)C(=S)N=CN2. Cell line: RXF 393. Synergy scores: CSS=14.0, Synergy_ZIP=-19.0, Synergy_Bliss=-26.8, Synergy_Loewe=-28.9, Synergy_HSA=-20.9. (3) Drug 1: C1=CC(=CC=C1CCC2=CNC3=C2C(=O)NC(=N3)N)C(=O)NC(CCC(=O)O)C(=O)O. Drug 2: CCCS(=O)(=O)NC1=C(C(=C(C=C1)F)C(=O)C2=CNC3=C2C=C(C=N3)C4=CC=C(C=C4)Cl)F. Cell line: UACC62. Synergy scores: CSS=23.1, Synergy_ZIP=-8.84, Synergy_Bliss=-11.9, Synergy_Loewe=-12.8, Synergy_HSA=-8.85. (4) Drug 1: C1=NNC2=C1C(=O)NC=N2. Drug 2: C1CCC(C(C1)N)N.C(=O)(C(=O)[O-])[O-].[Pt+4]. Cell line: MOLT-4. Synergy scores: CSS=56.6, Synergy_ZIP=-2.95, Synergy_Bliss=-2.73, Synergy_Loewe=-0.0280, Synergy_HSA=1.90. (5) Drug 1: CCCS(=O)(=O)NC1=C(C(=C(C=C1)F)C(=O)C2=CNC3=C2C=C(C=N3)C4=CC=C(C=C4)Cl)F. Drug 2: CC1C(C(CC(O1)OC2CC(OC(C2O)C)OC3=CC4=CC5=C(C(=O)C(C(C5)C(C(=O)C(C(C)O)O)OC)OC6CC(C(C(O6)C)O)OC7CC(C(C(O7)C)O)OC8CC(C(C(O8)C)O)(C)O)C(=C4C(=C3C)O)O)O)O. Cell line: NCIH23. Synergy scores: CSS=29.4, Synergy_ZIP=20.4, Synergy_Bliss=20.4, Synergy_Loewe=17.7, Synergy_HSA=16.7.